From a dataset of Reaction yield outcomes from USPTO patents with 853,638 reactions. Predict the reaction yield, written as a fraction of the theoretical maximum amount of product (1.0 means a 100% yield; for example, 0.34 means a 34% yield). (1) The reactants are CON(C)[C:4]([C:6]1[N:7]=[C:8]([C:18]2[CH:23]=[CH:22][C:21]([Cl:24])=[CH:20][C:19]=2[Cl:25])[N:9]([C:11]2[CH:16]=[CH:15][C:14]([Cl:17])=[CH:13][CH:12]=2)[CH:10]=1)=[O:5].[CH3:27][Mg]I.Cl. The catalyst is C1COCC1.CCOCC. The product is [Cl:17][C:14]1[CH:13]=[CH:12][C:11]([N:9]2[CH:10]=[C:6]([C:4](=[O:5])[CH3:27])[N:7]=[C:8]2[C:18]2[CH:23]=[CH:22][C:21]([Cl:24])=[CH:20][C:19]=2[Cl:25])=[CH:16][CH:15]=1. The yield is 0.970. (2) The reactants are [CH3:1][N:2]1[CH2:6][CH2:5][CH2:4][CH:3]1[CH2:7][O:8][C:9]1[CH:10]=[C:11]2[C:16](=[CH:17][CH:18]=1)[CH:15]=[C:14]([C:19]1[C:27]3[C:22](=[CH:23][CH:24]=[C:25]([C:28]#[N:29])[CH:26]=3)[N:21](C3CCCCO3)[N:20]=1)[CH:13]=[CH:12]2.[OH-].[K+].Cl.CN(C)CCCN=C=NCC.O.[OH:51]N1C2C=CC=CC=2N=N1.C(N(CC)CC)C.[CH3:68][C:69]([CH3:74])([CH3:73])[CH2:70][CH2:71]N. The catalyst is C(O)C.O. The product is [CH3:68][C:69]([CH3:74])([CH3:73])[CH2:70][CH2:71][NH:29][C:28]([C:25]1[CH:26]=[C:27]2[C:22](=[CH:23][CH:24]=1)[NH:21][N:20]=[C:19]2[C:14]1[CH:13]=[CH:12][C:11]2[C:16](=[CH:17][CH:18]=[C:9]([O:8][CH2:7][CH:3]3[CH2:4][CH2:5][CH2:6][N:2]3[CH3:1])[CH:10]=2)[CH:15]=1)=[O:51]. The yield is 0.330.